From a dataset of Reaction yield outcomes from USPTO patents with 853,638 reactions. Predict the reaction yield, written as a fraction of the theoretical maximum amount of product (1.0 means a 100% yield; for example, 0.34 means a 34% yield). (1) The reactants are [O-:1][CH2:2][CH3:3].[Na+].C(O)C.[CH2:8]([O:12][CH2:13][CH2:14][CH2:15][CH2:16][CH2:17][CH2:18][CH2:19][CH2:20][CH2:21][CH2:22][CH2:23][CH2:24][CH2:25][CH3:26])[CH:9]1[O:11][CH2:10]1. No catalyst specified. The product is [CH2:13]([O:12][CH2:8][CH:9]([CH2:10][O:1][CH2:2][CH3:3])[OH:11])[CH2:14][CH2:15][CH2:16][CH2:17][CH2:18][CH2:19][CH2:20][CH2:21][CH2:22][CH2:23][CH2:24][CH2:25][CH3:26]. The yield is 0.762. (2) The reactants are [CH2:1]=[CH:2][CH2:3][CH2:4][CH2:5][CH2:6][CH2:7][CH3:8].B1C2CCCC1CCC2.B.I[C:20]1[CH:27]=[CH:26][C:23]([C:24]#[N:25])=[CH:22][CH:21]=1.C([O-])([O-])=O.[Cs+].[Cs+].[Li+].[Br-]. The catalyst is C1COCC1.CN(C=O)C.C1C=CC(P(C2C=CC=CC=2)[C-]2C=CC=C2)=CC=1.C1C=CC(P(C2C=CC=CC=2)[C-]2C=CC=C2)=CC=1.Cl[Pd]Cl.[Fe+2]. The product is [CH2:1]([C:20]1[CH:27]=[CH:26][C:23]([C:24]#[N:25])=[CH:22][CH:21]=1)[CH2:2][CH2:3][CH2:4][CH2:5][CH2:6][CH2:7][CH3:8]. The yield is 0.620. (3) The reactants are Br[C:2]1[CH:3]=[C:4]([F:11])[C:5]2[N:9]=[CH:8][NH:7][C:6]=2[CH:10]=1.[C:12](=O)([O-:14])[O-:13].[Na+].[Na+].C(OCC)(=O)C. The catalyst is O1CCOCC1.O.[C-]#[O+].[C-]#[O+].[C-]#[O+].[C-]#[O+].[C-]#[O+].[C-]#[O+].[Mo]. The product is [F:11][C:4]1[C:5]2[N:9]=[CH:8][NH:7][C:6]=2[CH:10]=[C:2]([C:12]([OH:14])=[O:13])[CH:3]=1. The yield is 0.630. (4) The reactants are C([O:3][C:4](=O)[CH2:5][CH:6]1[S:11](=[O:13])(=[O:12])[CH2:10][CH2:9][N:8]([C:14]([O:16][C:17]([CH3:20])([CH3:19])[CH3:18])=[O:15])[CH2:7]1)C.[BH4-].[Na+]. The catalyst is CCO. The product is [OH:3][CH2:4][CH2:5][CH:6]1[S:11](=[O:12])(=[O:13])[CH2:10][CH2:9][N:8]([C:14]([O:16][C:17]([CH3:20])([CH3:19])[CH3:18])=[O:15])[CH2:7]1. The yield is 0.100.